From a dataset of Reaction yield outcomes from USPTO patents with 853,638 reactions. Predict the reaction yield, written as a fraction of the theoretical maximum amount of product (1.0 means a 100% yield; for example, 0.34 means a 34% yield). (1) The reactants are [CH:1]([N:4]1[C:8]2[N:9]=[CH:10][N:11]=[CH:12][C:7]=2[C:6]([C:13]([C:15]2[CH:16]=[C:17]([NH:21][C:22](=[O:37])[CH:23]([C:31]3[CH:36]=[CH:35][CH:34]=[CH:33][CH:32]=3)[O:24]C3CCCCO3)[CH:18]=[N:19][CH:20]=2)=[O:14])=[CH:5]1)([CH3:3])[CH3:2].Cl.O1CCOCC1. The catalyst is O1CCOCC1. The product is [OH:24][CH:23]([C:31]1[CH:32]=[CH:33][CH:34]=[CH:35][CH:36]=1)[C:22]([NH:21][C:17]1[CH:18]=[N:19][CH:20]=[C:15]([C:13]([C:6]2[C:7]3[CH:12]=[N:11][CH:10]=[N:9][C:8]=3[N:4]([CH:1]([CH3:3])[CH3:2])[CH:5]=2)=[O:14])[CH:16]=1)=[O:37]. The yield is 0.780. (2) The reactants are C([Si](C)(C)[O:6][C:7]1[CH:12]=[CH:11][C:10]([CH2:13][CH2:14][CH:15]([O:18][C:19](=[S:29])[NH:20][CH2:21][CH2:22][C:23]2[CH:28]=[CH:27][CH:26]=[CH:25][CH:24]=2)[CH2:16][CH3:17])=[CH:9][C:8]=1[O:30][CH3:31])(C)(C)C.[F-].C([N+](CCCC)(CCCC)CCCC)CCC. The catalyst is C1COCC1. The product is [CH2:16]([CH:15]([O:18][C:19](=[S:29])[NH:20][CH2:21][CH2:22][C:23]1[CH:28]=[CH:27][CH:26]=[CH:25][CH:24]=1)[CH2:14][CH2:13][C:10]1[CH:11]=[CH:12][C:7]([OH:6])=[C:8]([O:30][CH3:31])[CH:9]=1)[CH3:17]. The yield is 0.919.